This data is from Full USPTO retrosynthesis dataset with 1.9M reactions from patents (1976-2016). The task is: Predict the reactants needed to synthesize the given product. (1) Given the product [ClH:32].[ClH:32].[NH2:1][C:2]1[S:14][C:13]2[CH2:12][C@@H:11]3[C@H:6]([CH2:7][C@@H:8]([C:16]([N:18]([CH2:28][CH3:29])[C:19]([NH:21][C@@H:22]([CH3:27])[CH2:23][N:24]([CH3:25])[CH3:26])=[O:20])=[O:17])[CH2:9][N:10]3[CH3:15])[CH2:5][C:4]=2[C:3]=1[C:30]#[N:31], predict the reactants needed to synthesize it. The reactants are: [NH2:1][C:2]1[S:14][C:13]2[CH2:12][C@@H:11]3[C@H:6]([CH2:7][C@@H:8]([C:16]([N:18]([CH2:28][CH3:29])[C:19]([NH:21][C@@H:22]([CH3:27])[CH2:23][N:24]([CH3:26])[CH3:25])=[O:20])=[O:17])[CH2:9][N:10]3[CH3:15])[CH2:5][C:4]=2[C:3]=1[C:30]#[N:31].[ClH:32].C(OC(C)C)(C)C. (2) Given the product [C:1]([N:4]1[C:13]2[C:8](=[CH:9][C:10]([C:14]3[CH:24]=[CH:23][C:17]([C:18]([O:20][CH2:21][CH3:22])=[O:19])=[CH:16][CH:15]=3)=[CH:11][CH:12]=2)[C@H:7]([NH2:25])[CH2:6][C@@H:5]1[CH3:32])(=[O:3])[CH3:2], predict the reactants needed to synthesize it. The reactants are: [C:1]([N:4]1[C:13]2[C:8](=[CH:9][C:10]([C:14]3[CH:24]=[CH:23][C:17]([C:18]([O:20][CH2:21][CH3:22])=[O:19])=[CH:16][CH:15]=3)=[CH:11][CH:12]=2)[C@H:7]([NH:25]C(OC(C)C)=O)[CH2:6][C@@H:5]1[CH3:32])(=[O:3])[CH3:2].[Cl-].[Al+3].[Cl-].[Cl-].CO.C(N(CC)CC)C.